Dataset: Catalyst prediction with 721,799 reactions and 888 catalyst types from USPTO. Task: Predict which catalyst facilitates the given reaction. (1) Reactant: C(OC(=O)[NH:7][C:8]1[CH:13]=[CH:12][C:11]([C:14]2[CH:19]=[CH:18][C:17]([F:20])=[CH:16][CH:15]=2)=[CH:10][C:9]=1[NH:21][C:22](=[O:39])[CH2:23][C:24]([C:26]1[CH:31]=[CH:30][CH:29]=[C:28]([N:32]2[CH:36]=[C:35]([CH3:37])[N:34]=[C:33]2[CH3:38])[CH:27]=1)=O)(C)(C)C.C(O)(C(F)(F)F)=O. Product: [CH3:38][C:33]1[N:32]([C:28]2[CH:27]=[C:26]([C:24]3[CH2:23][C:22](=[O:39])[NH:21][C:9]4[CH:10]=[C:11]([C:14]5[CH:15]=[CH:16][C:17]([F:20])=[CH:18][CH:19]=5)[CH:12]=[CH:13][C:8]=4[N:7]=3)[CH:31]=[CH:30][CH:29]=2)[CH:36]=[C:35]([CH3:37])[N:34]=1. The catalyst class is: 2. (2) Reactant: [CH3:1][C:2]1[C:3]([C:16]2[CH:17]=[C:18]([OH:22])[CH:19]=[CH:20][CH:21]=2)=[N:4][C:5]2[C:10]([N:11]=1)=[C:9]([C:12]([F:15])([F:14])[F:13])[CH:8]=[CH:7][CH:6]=2.F[C:24]1[CH:29]=[CH:28][CH:27]=[C:26]([S:30]([CH3:33])(=[O:32])=[O:31])[CH:25]=1.C([O-])([O-])=O.[K+].[K+]. Product: [CH3:1][C:2]1[C:3]([C:16]2[CH:21]=[CH:20][CH:19]=[C:18]([O:22][C:24]3[CH:29]=[CH:28][CH:27]=[C:26]([S:30]([CH3:33])(=[O:32])=[O:31])[CH:25]=3)[CH:17]=2)=[N:4][C:5]2[C:10]([N:11]=1)=[C:9]([C:12]([F:15])([F:14])[F:13])[CH:8]=[CH:7][CH:6]=2. The catalyst class is: 44. (3) Reactant: [Br:1][C:2]1[C:3]([F:21])=[C:4]2[CH:10]=[CH:9][N:8]([Si](C(C)C)(C(C)C)C(C)C)[C:5]2=[N:6][CH:7]=1.O.CCOCC. Product: [Br:1][C:2]1[C:3]([F:21])=[C:4]2[CH:10]=[CH:9][NH:8][C:5]2=[N:6][CH:7]=1. The catalyst class is: 1. (4) Reactant: [CH2:1]([O:5][C:6](=[O:14])[NH:7][CH2:8][CH2:9][CH2:10][CH2:11][CH2:12]I)[CH2:2][CH2:3][CH3:4].[OH:15][C:16]1[CH:22]=[CH:21][C:19]([NH2:20])=[C:18]([N+:23]([O-:25])=[O:24])[CH:17]=1.[H-].[Na+].O. Product: [CH2:1]([O:5][C:6](=[O:14])[NH:7][CH2:8][CH2:9][CH2:10][CH2:11][CH2:12][O:15][C:16]1[CH:22]=[CH:21][C:19]([NH2:20])=[C:18]([N+:23]([O-:25])=[O:24])[CH:17]=1)[CH2:2][CH2:3][CH3:4]. The catalyst class is: 3.